Dataset: Forward reaction prediction with 1.9M reactions from USPTO patents (1976-2016). Task: Predict the product of the given reaction. (1) Given the reactants [CH2:1]([O:3][C:4](=[O:33])[C:5]([CH3:32])([O:21][C:22]1[CH:23]=[C:24]2[C:29](=[CH:30][CH:31]=1)[N:28]=[CH:27][CH:26]=[CH:25]2)[CH2:6][C:7]1[CH:12]=[CH:11][C:10]([O:13]CC2C=CC=CC=2)=[CH:9][CH:8]=1)[CH3:2], predict the reaction product. The product is: [CH2:1]([O:3][C:4](=[O:33])[C:5]([CH3:32])([O:21][C:22]1[CH:23]=[C:24]2[C:29](=[CH:30][CH:31]=1)[N:28]=[CH:27][CH:26]=[CH:25]2)[CH2:6][C:7]1[CH:12]=[CH:11][C:10]([OH:13])=[CH:9][CH:8]=1)[CH3:2]. (2) Given the reactants [CH2:1]([C:3]1[CH:4]=[C:5]2[N:22]([C@H:23]([CH3:27])[CH2:24][O:25][CH3:26])[CH:21]=[C:20]([CH3:28])[C:6]2=[N:7][C:8]=1[C:9]1[C:10]([NH:18][CH3:19])=[N:11][C:12]([CH:15]([CH3:17])[CH3:16])=[CH:13][CH:14]=1)[CH3:2].C1C(=O)N([Br:36])C(=O)C1, predict the reaction product. The product is: [Br:36][C:13]1[CH:14]=[C:9]([C:8]2[N:7]=[C:6]3[C:20]([CH3:28])=[CH:21][N:22]([C@H:23]([CH3:27])[CH2:24][O:25][CH3:26])[C:5]3=[CH:4][C:3]=2[CH2:1][CH3:2])[C:10]([NH:18][CH3:19])=[N:11][C:12]=1[CH:15]([CH3:16])[CH3:17].